This data is from Tyrosyl-DNA phosphodiesterase HTS with 341,365 compounds. The task is: Binary Classification. Given a drug SMILES string, predict its activity (active/inactive) in a high-throughput screening assay against a specified biological target. (1) The compound is O(CC(=O)c1c(n(c(=O)n(c1=O)C)C)N)C(=O)C(NC(=O)c1ccccc1)C. The result is 0 (inactive). (2) The compound is S(c1n(c(nn1)CNC(=O)c1ccc(OC)cc1)C)CC(=O)NC=1SCCN1. The result is 0 (inactive). (3) The compound is S=C(NCc1occc1)N\N=C(\CC)C. The result is 0 (inactive). (4) The drug is Fc1ccc(COc2c(C(=O)NCc3ncccc3)cccc2)cc1. The result is 0 (inactive).